From a dataset of Full USPTO retrosynthesis dataset with 1.9M reactions from patents (1976-2016). Predict the reactants needed to synthesize the given product. (1) Given the product [I:32][C:2]1[CH:10]=[C:9]2[C:5]([CH2:6][N:7]([C:11]([O:13][CH2:14][C:15]3[CH:20]=[CH:19][CH:18]=[CH:17][CH:16]=3)=[O:12])[CH2:8]2)=[CH:4][C:3]=1[C:21]([O:23][CH3:24])=[O:22], predict the reactants needed to synthesize it. The reactants are: N[C:2]1[CH:10]=[C:9]2[C:5]([CH2:6][N:7]([C:11]([O:13][CH2:14][C:15]3[CH:20]=[CH:19][CH:18]=[CH:17][CH:16]=3)=[O:12])[CH2:8]2)=[CH:4][C:3]=1[C:21]([O:23][CH3:24])=[O:22].N(OC(C)(C)C)=O.[I:32]I. (2) Given the product [O:25]1[C:29]2[CH:30]=[CH:31][CH:32]=[CH:33][C:28]=2[CH:27]=[C:26]1[S:34]([NH:1][C:2]1[CH:7]=[C:6]([Cl:8])[CH:5]=[CH:4][C:3]=1[S:9][CH2:10][C:11]1[CH:16]=[CH:15][N:14]=[C:13]([NH:17][C:18](=[O:24])[O:19][C:20]([CH3:21])([CH3:23])[CH3:22])[CH:12]=1)(=[O:36])=[O:35], predict the reactants needed to synthesize it. The reactants are: [NH2:1][C:2]1[CH:7]=[C:6]([Cl:8])[CH:5]=[CH:4][C:3]=1[S:9][CH2:10][C:11]1[CH:16]=[CH:15][N:14]=[C:13]([NH:17][C:18](=[O:24])[O:19][C:20]([CH3:23])([CH3:22])[CH3:21])[CH:12]=1.[O:25]1[C:29]2[CH:30]=[CH:31][CH:32]=[CH:33][C:28]=2[CH:27]=[C:26]1[S:34](Cl)(=[O:36])=[O:35]. (3) Given the product [CH2:11]([O:8][C:5]1[CH:6]=[CH:7][C:2]([Br:1])=[CH:3][CH:4]=1)[CH2:12][CH2:13][CH2:14][CH2:15][CH3:16], predict the reactants needed to synthesize it. The reactants are: [Br:1][C:2]1[CH:7]=[CH:6][C:5]([OH:8])=[CH:4][CH:3]=1.[OH-].[Na+].[CH2:11](Br)[CH2:12][CH2:13][CH2:14][CH2:15][CH3:16].O. (4) Given the product [CH3:1][O:2][C:3]1[CH:25]=[CH:24][CH:23]=[CH:22][C:4]=1[O:5][CH2:6][CH2:7][NH:8][C:9](=[O:21])[C:10]1[CH:15]=[CH:14][C:13]([N+:16]([O-:18])=[O:17])=[C:12]([NH:27][CH3:26])[CH:11]=1, predict the reactants needed to synthesize it. The reactants are: [CH3:1][O:2][C:3]1[CH:25]=[CH:24][CH:23]=[CH:22][C:4]=1[O:5][CH2:6][CH2:7][NH:8][C:9](=[O:21])[C:10]1[CH:15]=[CH:14][C:13]([N+:16]([O-:18])=[O:17])=[C:12](OC)[CH:11]=1.[CH3:26][NH2:27].CS(C)=O.Cl. (5) Given the product [Br:12][C:13]1[CH:14]=[CH:15][C:16](=[O:19])[N:17]([CH2:10][CH2:9][C:8]#[C:7][C:2]2[CH:3]=[CH:4][CH:5]=[CH:6][N:1]=2)[CH:18]=1, predict the reactants needed to synthesize it. The reactants are: [N:1]1[CH:6]=[CH:5][CH:4]=[CH:3][C:2]=1[C:7]#[C:8][CH2:9][CH2:10]O.[Br:12][C:13]1[CH:14]=[CH:15][C:16](=[O:19])[NH:17][CH:18]=1.